This data is from Forward reaction prediction with 1.9M reactions from USPTO patents (1976-2016). The task is: Predict the product of the given reaction. (1) Given the reactants [Cl:1][C:2]1[N:7]=[C:6](Cl)[C:5]([N+:9]([O-:11])=[O:10])=[CH:4][N:3]=1.[Br:12][C:13]1[CH:14]=[CH:15][C:16]([O:21][C:22]([F:25])([F:24])[F:23])=[C:17]([CH:20]=1)[CH2:18][NH2:19], predict the reaction product. The product is: [Br:12][C:13]1[CH:14]=[CH:15][C:16]([O:21][C:22]([F:23])([F:24])[F:25])=[C:17]([CH:20]=1)[CH2:18][NH:19][C:6]1[C:5]([N+:9]([O-:11])=[O:10])=[CH:4][N:3]=[C:2]([Cl:1])[N:7]=1. (2) Given the reactants [Br:1][C:2]1[CH:19]=[CH:18][CH:17]=[CH:16][C:3]=1[C:4]([NH:6][C:7]1[CH:12]=[CH:11][CH:10]=[C:9]([N+:13]([O-])=O)[CH:8]=1)=[O:5].C1COCC1.S(S([O-])=O)([O-])=O.[Na+].[Na+], predict the reaction product. The product is: [NH2:13][C:9]1[CH:8]=[C:7]([NH:6][C:4](=[O:5])[C:3]2[CH:16]=[CH:17][CH:18]=[CH:19][C:2]=2[Br:1])[CH:12]=[CH:11][CH:10]=1. (3) The product is: [F:1][C:2]1[CH:7]=[CH:6][C:5]([I:19])=[CH:4][C:3]=1[N+:8]([O-:10])=[O:9]. Given the reactants [F:1][C:2]1[CH:7]=[CH:6][CH:5]=[CH:4][C:3]=1[N+:8]([O-:10])=[O:9].OS(C(F)(F)F)(=O)=O.[I:19]N1C(=O)CCC1=O, predict the reaction product. (4) Given the reactants [F:1][C:2]1[CH:7]=[CH:6][C:5]([C:8]2[C:12]([C:13]3[N:14]=[CH:15][N:16]([C:18]4[CH:26]=[CH:25][C:21]([C:22](O)=[O:23])=[CH:20][CH:19]=4)[CH:17]=3)=[C:11]([C:27]([F:30])([F:29])[F:28])[O:10][N:9]=2)=[CH:4][CH:3]=1.Cl.C([N:34]=C=NCCCN(C)C)C.ON1C2C=CC=CC=2N=N1.[Cl-].[NH4+].C(N(CC)C(C)C)(C)C, predict the reaction product. The product is: [F:1][C:2]1[CH:3]=[CH:4][C:5]([C:8]2[C:12]([C:13]3[N:14]=[CH:15][N:16]([C:18]4[CH:26]=[CH:25][C:21]([C:22]([NH2:34])=[O:23])=[CH:20][CH:19]=4)[CH:17]=3)=[C:11]([C:27]([F:28])([F:29])[F:30])[O:10][N:9]=2)=[CH:6][CH:7]=1. (5) The product is: [Cl:1][C:2]1[N:3]=[CH:4][CH:5]=[C:6]2[CH:10]=[C:9]([I:19])[O:8][C:7]=12. Given the reactants [Cl:1][C:2]1[N:3]=[CH:4][CH:5]=[C:6]2[CH:10]=[CH:9][O:8][C:7]=12.[Li+].CC([N-]C(C)C)C.[I:19]I, predict the reaction product. (6) Given the reactants N.C([O:5][CH2:6][CH2:7][CH2:8][CH2:9][N:10]1[C:18]2[C:17](=[O:19])[NH:16][C:15]([NH:20][CH2:21][C:22]3[CH:27]=[CH:26][C:25]([Cl:28])=[C:24]([Cl:29])[CH:23]=3)=[N:14][C:13]=2[N:12]=[CH:11]1)(=O)C, predict the reaction product. The product is: [OH:5][CH2:6][CH2:7][CH2:8][CH2:9][N:10]1[C:18]2[C:17](=[O:19])[NH:16][C:15]([NH:20][CH2:21][C:22]3[CH:27]=[CH:26][C:25]([Cl:28])=[C:24]([Cl:29])[CH:23]=3)=[N:14][C:13]=2[N:12]=[CH:11]1. (7) Given the reactants [F:1][C:2]1[CH:8]=[C:6]([NH2:7])[C:5]([CH3:9])=[CH:4][CH:3]=1.[Br:10]N1C(=O)CCC1=O.S([O-])([O-])(=O)=S.[Na+].[Na+], predict the reaction product. The product is: [Br:10][C:3]1[C:2]([F:1])=[CH:8][C:6]([NH2:7])=[C:5]([CH3:9])[CH:4]=1.